From a dataset of Full USPTO retrosynthesis dataset with 1.9M reactions from patents (1976-2016). Predict the reactants needed to synthesize the given product. Given the product [CH2:40]([N:38]([CH2:37][C:26]([NH:25][C:9](=[O:11])[CH:8]([CH2:7][CH:1]1[CH2:2][CH2:3][CH2:4][CH2:5][CH2:6]1)[CH2:12][C:13]([N:14]1[CH2:19][CH2:18][O:17][CH2:16][CH2:15]1)=[O:51])([C:27]#[N:28])[CH2:29][CH2:30][C:31]1[CH:36]=[CH:35][CH:34]=[CH:33][CH:32]=1)[CH3:39])[C:41]1[CH:42]=[CH:43][CH:44]=[CH:45][CH:46]=1, predict the reactants needed to synthesize it. The reactants are: [CH:1]1([CH2:7][CH:8]([C:12](=O)[CH2:13][N:14]2[CH2:19][CH2:18][O:17][CH2:16][CH2:15]2)[C:9]([OH:11])=O)[CH2:6][CH2:5][CH2:4][CH2:3][CH2:2]1.C(Cl)CCl.[NH2:25][C:26]([CH2:37][N:38]([CH2:40][C:41]1[CH:46]=[CH:45][CH:44]=[CH:43][CH:42]=1)[CH3:39])([CH2:29][CH2:30][C:31]1[CH:36]=[CH:35][CH:34]=[CH:33][CH:32]=1)[C:27]#[N:28].CN1CC[O:51]CC1.